From a dataset of Full USPTO retrosynthesis dataset with 1.9M reactions from patents (1976-2016). Predict the reactants needed to synthesize the given product. (1) Given the product [Br:1][C:2]1[C:3]([CH3:12])=[C:4]([C:8]([O:10][CH3:11])=[O:9])[O:5][CH:6]=1, predict the reactants needed to synthesize it. The reactants are: [Br:1][C:2]1[C:3]([CH3:12])=[C:4]([C:8]([O:10][CH3:11])=[O:9])[O:5][C:6]=1Br.[Li]CCCC. (2) Given the product [CH2:1]([N:8]1[CH2:13][CH2:12][C:11](=[O:14])[C:10]([CH3:18])([CH3:15])[CH2:9]1)[C:2]1[CH:3]=[CH:4][CH:5]=[CH:6][CH:7]=1, predict the reactants needed to synthesize it. The reactants are: [CH2:1]([N:8]1[CH2:13][CH2:12][C:11](=[O:14])[CH:10]([CH3:15])[CH2:9]1)[C:2]1[CH:7]=[CH:6][CH:5]=[CH:4][CH:3]=1.CI.[CH3:18]C([O-])(C)C.[Na+].CCCCCC.CCOC(C)=O. (3) Given the product [C:31]([O:30][C:29]([NH:28][C@H:17]([CH2:18][C:19]1[CH:24]=[C:23]([F:25])[C:22]([F:26])=[CH:21][C:20]=1[F:27])[CH2:16][C:15]([N:36]1[CH2:41][CH2:40][N:39]2[C:42]([C:46]([F:49])([F:48])[F:47])=[N:43][C:44]([C:3]([O:5][CH3:6])=[O:4])=[C:38]2[CH2:37]1)=[O:14])=[O:35])([CH3:34])([CH3:33])[CH3:32], predict the reactants needed to synthesize it. The reactants are: ClC[C:3]([O:5][CH2:6]C)=[O:4].C(=O)([O-])[O-].[K+].[K+].[O:14]=[C:15]([N:36]1[CH2:41][CH2:40][N:39]2[C:42]([C:46]([F:49])([F:48])[F:47])=[N:43][C:44](Br)=[C:38]2[CH2:37]1)[CH2:16][C@H:17]([NH:28][C:29](=[O:35])[O:30][C:31]([CH3:34])([CH3:33])[CH3:32])[CH2:18][C:19]1[CH:24]=[C:23]([F:25])[C:22]([F:26])=[CH:21][C:20]=1[F:27]. (4) Given the product [CH3:19][C:16]1[N:15]=[C:14]([C:5]2[C:6]3[CH2:13][CH2:12][CH2:11][CH2:10][CH2:9][C:7]=3[S:8][C:4]=2[NH:1][C:2]([N:20]2[CH2:27][CH2:26][CH2:25][C@@H:21]2[C:22]([OH:24])=[O:23])=[O:3])[O:18][N:17]=1, predict the reactants needed to synthesize it. The reactants are: [N:1]([C:4]1[S:8][C:7]2[CH2:9][CH2:10][CH2:11][CH2:12][CH2:13][C:6]=2[C:5]=1[C:14]1[O:18][N:17]=[C:16]([CH3:19])[N:15]=1)=[C:2]=[O:3].[NH:20]1[CH2:27][CH2:26][CH2:25][C@@H:21]1[C:22]([OH:24])=[O:23].